This data is from Forward reaction prediction with 1.9M reactions from USPTO patents (1976-2016). The task is: Predict the product of the given reaction. (1) Given the reactants [C:1]1([C:7]2[N:8]=[C:9]([C:12]3([CH2:18][NH2:19])[CH2:17][CH2:16][O:15][CH2:14][CH2:13]3)[S:10][CH:11]=2)[CH:6]=[CH:5][CH:4]=[CH:3][CH:2]=1.[CH3:20][O:21][C:22]1[CH:23]=[C:24]([CH:28]=[C:29]([C:31]2[N:35]=[C:34]([C:36]([F:39])([F:38])[F:37])[O:33][N:32]=2)[CH:30]=1)[C:25](O)=[O:26], predict the reaction product. The product is: [CH3:20][O:21][C:22]1[CH:23]=[C:24]([CH:28]=[C:29]([C:31]2[N:35]=[C:34]([C:36]([F:38])([F:37])[F:39])[O:33][N:32]=2)[CH:30]=1)[C:25]([NH:19][CH2:18][C:12]1([C:9]2[S:10][CH:11]=[C:7]([C:1]3[CH:2]=[CH:3][CH:4]=[CH:5][CH:6]=3)[N:8]=2)[CH2:13][CH2:14][O:15][CH2:16][CH2:17]1)=[O:26]. (2) Given the reactants [N:1]1[CH:6]=[C:5]([C:7]2[CH:8]=[C:9]([CH:13]=[CH:14][CH:15]=2)[C:10]([OH:12])=O)[CH:4]=[N:3][CH:2]=1.[F:16][C:17]([F:27])([F:26])[CH2:18][C:19]1[CH:25]=[CH:24][C:22]([NH2:23])=[CH:21][CH:20]=1, predict the reaction product. The product is: [N:3]1[CH:4]=[C:5]([C:7]2[CH:8]=[C:9]([CH:13]=[CH:14][CH:15]=2)[C:10]([NH:23][C:22]2[CH:24]=[CH:25][C:19]([CH2:18][C:17]([F:16])([F:26])[F:27])=[CH:20][CH:21]=2)=[O:12])[CH:6]=[N:1][CH:2]=1.